This data is from Full USPTO retrosynthesis dataset with 1.9M reactions from patents (1976-2016). The task is: Predict the reactants needed to synthesize the given product. (1) Given the product [C:1]([O:5][C:6]([N:8]1[CH2:13][CH2:12][N:11]([C:73]2[CH:82]=[CH:81][CH:80]=[C:79]3[C:74]=2[CH:75]=[CH:76][C:77]([CH3:83])=[N:78]3)[CH:10]([CH3:14])[CH2:9]1)=[O:7])([CH3:4])([CH3:2])[CH3:3], predict the reactants needed to synthesize it. The reactants are: [C:1]([O:5][C:6]([N:8]1[CH2:13][CH2:12][NH:11][CH:10]([CH3:14])[CH2:9]1)=[O:7])([CH3:4])([CH3:3])[CH3:2].C(=O)([O-])[O-].[Cs+].[Cs+].C1(P(C2C=CC=CC=2)C2C=CC3C(=CC=CC=3)C=2C2C3C(=CC=CC=3)C=CC=2P(C2C=CC=CC=2)C2C=CC=CC=2)C=CC=CC=1.FC(F)(F)S(O[C:73]1[CH:82]=[CH:81][CH:80]=[C:79]2[C:74]=1[CH:75]=[CH:76][C:77]([CH3:83])=[N:78]2)(=O)=O. (2) Given the product [O:30]1[CH2:31][CH2:32][N:27]([C:25]([C:22]2[CH:23]=[CH:24][C:19]([C:16]3[CH:17]=[CH:18][C:13]4[N:14]([C:10]([C:9]#[C:8][C:6]5[CH:5]=[CH:4][N:3]=[C:2]([NH:33][C:34]6[CH:39]=[CH:38][CH:37]=[CH:36][C:35]=6[CH3:40])[CH:7]=5)=[CH:11][N:12]=4)[N:15]=3)=[CH:20][CH:21]=2)=[O:26])[CH2:28][CH2:29]1, predict the reactants needed to synthesize it. The reactants are: Cl[C:2]1[CH:7]=[C:6]([C:8]#[C:9][C:10]2[N:14]3[N:15]=[C:16]([C:19]4[CH:24]=[CH:23][C:22]([C:25]([N:27]5[CH2:32][CH2:31][O:30][CH2:29][CH2:28]5)=[O:26])=[CH:21][CH:20]=4)[CH:17]=[CH:18][C:13]3=[N:12][CH:11]=2)[CH:5]=[CH:4][N:3]=1.[NH2:33][C:34]1[C:35]([CH3:40])=[CH:36][CH:37]=[CH:38][CH:39]=1. (3) The reactants are: [Cl:1][C:2]1[C:7]([CH:8]=[O:9])=[C:6]([NH:10][C@H:11]([CH3:14])[CH2:12][OH:13])[N:5]=[C:4]([S:15][CH2:16][C:17]2[CH:22]=[CH:21][CH:20]=[C:19]([F:23])[C:18]=2[F:24])[N:3]=1.[Si:25](Cl)([C:28]([CH3:31])([CH3:30])[CH3:29])([CH3:27])[CH3:26].N1C=CN=C1. Given the product [Si:25]([O:13][CH2:12][C@H:11]([NH:10][C:6]1[C:7]([CH:8]=[O:9])=[C:2]([Cl:1])[N:3]=[C:4]([S:15][CH2:16][C:17]2[CH:22]=[CH:21][CH:20]=[C:19]([F:23])[C:18]=2[F:24])[N:5]=1)[CH3:14])([C:28]([CH3:31])([CH3:30])[CH3:29])([CH3:27])[CH3:26], predict the reactants needed to synthesize it. (4) Given the product [Br:1][C:2]1[CH:3]=[C:4]([C:8]2[CH2:13][CH2:12][O:11][CH2:10][CH:9]=2)[CH:5]=[CH:6][CH:7]=1, predict the reactants needed to synthesize it. The reactants are: [Br:1][C:2]1[CH:3]=[C:4]([C:8]2(O)[CH2:13][CH2:12][O:11][CH2:10][CH2:9]2)[CH:5]=[CH:6][CH:7]=1.O.C1(C)C=CC(S(O)(=O)=O)=CC=1.